Dataset: Forward reaction prediction with 1.9M reactions from USPTO patents (1976-2016). Task: Predict the product of the given reaction. (1) Given the reactants C(O[C:4](=[O:20])[C:5]([CH3:19])([S:14][C:15](=[O:18])[CH2:16][CH3:17])[CH2:6][CH2:7][CH2:8][CH2:9][CH2:10][CH2:11][CH2:12][CH3:13])C.C[Si]([N-][Si](C)(C)C)(C)C.[Na+], predict the reaction product. The product is: [OH:20][C:4]1[C:5]([CH3:19])([CH2:6][CH2:7][CH2:8][CH2:9][CH2:10][CH2:11][CH2:12][CH3:13])[S:14][C:15](=[O:18])[C:16]=1[CH3:17]. (2) Given the reactants Br[CH2:2][C:3]1[CH:4]=[C:5]([C:14]([CH3:18])([CH3:17])[C:15]#[N:16])[CH:6]=[C:7]([C:9]([CH3:13])([CH3:12])[C:10]#[N:11])[CH:8]=1.[Na].[NH:20]1[CH:24]=[N:23][CH:22]=[N:21]1.Cl, predict the reaction product. The product is: [N:20]1([CH2:2][C:3]2[CH:4]=[C:5]([C:14]([CH3:18])([CH3:17])[C:15]#[N:16])[CH:6]=[C:7]([C:9]([CH3:13])([CH3:12])[C:10]#[N:11])[CH:8]=2)[CH:24]=[N:23][CH:22]=[N:21]1. (3) Given the reactants B(F)(F)F.CCOCC.[C:10]([NH:20][CH:21]([C:23]([OH:25])=[O:24])[CH3:22])([O:12][CH2:13][C:14]1[CH:19]=[CH:18][CH:17]=[CH:16][CH:15]=1)=[O:11].CO[CH:28](OC)[C:29]1[CH:34]=[CH:33][CH:32]=[CH:31][CH:30]=1, predict the reaction product. The product is: [CH3:22][CH:21]1[C:23](=[O:25])[O:24][CH:28]([C:29]2[CH:34]=[CH:33][CH:32]=[CH:31][CH:30]=2)[N:20]1[C:10]([O:12][CH2:13][C:14]1[CH:19]=[CH:18][CH:17]=[CH:16][CH:15]=1)=[O:11]. (4) Given the reactants [NH2:1][C:2]1[CH:7]=[CH:6][C:5]([C:8]2[N:9]([CH2:26][CH3:27])[C:10]3[C:15]([C:16]=2[C:17]#[N:18])=[CH:14][CH:13]=[C:12]([N:19]2[CH2:24][CH2:23][N:22]([CH3:25])[CH2:21][CH2:20]2)[CH:11]=3)=[CH:4][CH:3]=1.[C:28](Cl)(=[O:31])[CH2:29][CH3:30], predict the reaction product. The product is: [C:17]([C:16]1[C:15]2[C:10](=[CH:11][C:12]([N:19]3[CH2:20][CH2:21][N:22]([CH3:25])[CH2:23][CH2:24]3)=[CH:13][CH:14]=2)[N:9]([CH2:26][CH3:27])[C:8]=1[C:5]1[CH:6]=[CH:7][C:2]([NH:1][C:28](=[O:31])[CH2:29][CH3:30])=[CH:3][CH:4]=1)#[N:18]. (5) Given the reactants [Cl:1][C:2]1[CH:7]=[CH:6][CH:5]=[C:4]([Cl:8])[C:3]=1[C:9]1[C:13]([C:14](O)=[O:15])=[C:12]([CH3:17])[O:11][N:10]=1.S(Cl)([Cl:20])=O, predict the reaction product. The product is: [Cl:1][C:2]1[CH:7]=[CH:6][CH:5]=[C:4]([Cl:8])[C:3]=1[C:9]1[C:13]([C:14]([Cl:20])=[O:15])=[C:12]([CH3:17])[O:11][N:10]=1. (6) Given the reactants [F:1][C:2]1[CH:7]=[CH:6][C:5]([CH:8]2[CH2:13][CH2:12][N:11]([C:14]([C:16]3[C:17]([OH:24])=[CH:18][C:19](=[O:23])[N:20]([CH3:22])[CH:21]=3)=[O:15])[CH2:10][CH2:9]2)=[CH:4][CH:3]=1.[N+:25]([O-])([OH:27])=[O:26], predict the reaction product. The product is: [F:1][C:2]1[CH:7]=[CH:6][C:5]([CH:8]2[CH2:13][CH2:12][N:11]([C:14]([C:16]3[C:17]([OH:24])=[C:18]([N+:25]([O-:27])=[O:26])[C:19](=[O:23])[N:20]([CH3:22])[CH:21]=3)=[O:15])[CH2:10][CH2:9]2)=[CH:4][CH:3]=1.